The task is: Predict the reactants needed to synthesize the given product.. This data is from Full USPTO retrosynthesis dataset with 1.9M reactions from patents (1976-2016). Given the product [F:25][C:26]([F:35])([F:36])[C:27]1[CH:34]=[CH:33][CH:32]=[CH:31][C:28]=1[CH2:29][NH:30][C:11]([C:2]1[CH:3]=[CH:4][C:5]2[C:10](=[CH:9][CH:8]=[N:7][CH:6]=2)[N:1]=1)=[O:13], predict the reactants needed to synthesize it. The reactants are: [N:1]1[C:10]2[C:5](=[CH:6][N:7]=[CH:8][CH:9]=2)[CH:4]=[CH:3][C:2]=1[C:11]([OH:13])=O.O.ON1C2C=CC=CC=2N=N1.[F:25][C:26]([F:36])([F:35])[C:27]1[CH:34]=[CH:33][CH:32]=[CH:31][C:28]=1[CH2:29][NH2:30].